From a dataset of Catalyst prediction with 721,799 reactions and 888 catalyst types from USPTO. Predict which catalyst facilitates the given reaction. (1) Reactant: [Br:1][C:2]1[C:20]([CH3:21])=[C:19]([N+:22]([O-])=O)[CH:18]=[C:17]([Br:25])[C:3]=1[O:4][C:5]1[CH:10]=[C:9]([CH:11]([CH3:13])[CH3:12])[C:8]([OH:14])=[C:7]([CH2:15][OH:16])[CH:6]=1.[O-]S(S([O-])=O)=O.[Na+].[Na+].C([O-])(O)=O.[Na+]. Product: [NH2:22][C:19]1[CH:18]=[C:17]([Br:25])[C:3]([O:4][C:5]2[CH:10]=[C:9]([CH:11]([CH3:13])[CH3:12])[C:8]([OH:14])=[C:7]([CH2:15][OH:16])[CH:6]=2)=[C:2]([Br:1])[C:20]=1[CH3:21]. The catalyst class is: 14. (2) Reactant: Br[C:2]1[CH:3]=[N:4][N:5]([C:17]2[CH:22]=[CH:21][N:20]=[C:19]([NH:23][C:24]3[CH:29]=[CH:28][CH:27]=[CH:26][CH:25]=3)[N:18]=2)[C:6]=1[C:7]1[CH:12]=[CH:11][CH:10]=[C:9]([C:13]([F:16])([F:15])[F:14])[CH:8]=1.[CH3:30][C:31]1([CH3:45])[O:36][C@H:35]([CH2:37][C:38]([O:40][CH2:41][CH3:42])=[O:39])[CH2:34][C@H:33]([CH:43]=[CH2:44])[O:32]1.C(N(CC)CC)C. Product: [CH3:45][C:31]1([CH3:30])[O:36][C@@H:35]([CH2:37][C:38]([O:40][CH2:41][CH3:42])=[O:39])[CH2:34][C@@H:33](/[CH:43]=[CH:44]/[C:2]2[CH:3]=[N:4][N:5]([C:17]3[CH:22]=[CH:21][N:20]=[C:19]([NH:23][C:24]4[CH:29]=[CH:28][CH:27]=[CH:26][CH:25]=4)[N:18]=3)[C:6]=2[C:7]2[CH:12]=[CH:11][CH:10]=[C:9]([C:13]([F:16])([F:15])[F:14])[CH:8]=2)[O:32]1. The catalyst class is: 3.